This data is from Full USPTO retrosynthesis dataset with 1.9M reactions from patents (1976-2016). The task is: Predict the reactants needed to synthesize the given product. (1) Given the product [Cl:12][C:10]1[CH:9]=[CH:8][C:3]([C:4]([OH:6])=[O:5])=[C:2]([NH:1][C:28]([C:27]2[CH:26]=[C:25]([Cl:31])[S:24][C:23]=2[Cl:22])=[O:29])[CH:11]=1, predict the reactants needed to synthesize it. The reactants are: [NH2:1][C:2]1[CH:11]=[C:10]([Cl:12])[CH:9]=[CH:8][C:3]=1[C:4]([O:6]C)=[O:5].CCN(C(C)C)C(C)C.[Cl:22][C:23]1[S:24][C:25]([Cl:31])=[CH:26][C:27]=1[C:28](O)=[O:29].O=P(Cl)(Cl)Cl.NCCNCCN.CCN(C(C1C=CC=C(C)C=1)=O)CC.[OH-]. (2) Given the product [F:14][C:15]1[CH:16]=[CH:17][C:18]([N:21]2[CH:25]=[C:24]([C:26]3[CH:31]=[CH:30][C:29]([F:32])=[CH:28][CH:27]=3)[N:23]=[C:22]2[CH2:33][C:34]([N:9]2[CH2:10][CH2:11][C:5]3[S:4][C:3]([CH3:2])=[N:12][C:6]=3[CH2:7][CH2:8]2)=[O:35])=[CH:19][CH:20]=1, predict the reactants needed to synthesize it. The reactants are: Br.[CH3:2][C:3]1[S:4][C:5]2[CH2:11][CH2:10][NH:9][CH2:8][CH2:7][C:6]=2[N:12]=1.[Li+].[F:14][C:15]1[CH:20]=[CH:19][C:18]([N:21]2[CH:25]=[C:24]([C:26]3[CH:31]=[CH:30][C:29]([F:32])=[CH:28][CH:27]=3)[N:23]=[C:22]2[CH2:33][C:34]([O-])=[O:35])=[CH:17][CH:16]=1.CN(C(ON1N=NC2C=CC=CC1=2)=[N+](C)C)C.[B-](F)(F)(F)F.CCN(C(C)C)C(C)C. (3) Given the product [Si:1]([O:18][CH2:19][CH2:20][CH:21]=[O:22])([C:14]([CH3:16])([CH3:17])[CH3:15])([C:8]1[CH:9]=[CH:10][CH:11]=[CH:12][CH:13]=1)[C:2]1[CH:3]=[CH:4][CH:5]=[CH:6][CH:7]=1, predict the reactants needed to synthesize it. The reactants are: [Si:1]([O:18][CH2:19][CH2:20][CH2:21][OH:22])([C:14]([CH3:17])([CH3:16])[CH3:15])([C:8]1[CH:13]=[CH:12][CH:11]=[CH:10][CH:9]=1)[C:2]1[CH:7]=[CH:6][CH:5]=[CH:4][CH:3]=1.[Cr](Cl)([O-])(=O)=O.[NH+]1C=CC=CC=1. (4) Given the product [F:13][C:14]([F:25])([F:24])[C:15]1[CH:20]=[C:19]([NH:1][C:2]2[CH:3]=[C:4]([CH:10]=[CH:11][CH:12]=2)[C:5]([O:7][CH2:8][CH3:9])=[O:6])[CH:18]=[CH:17][CH:16]=1, predict the reactants needed to synthesize it. The reactants are: [NH2:1][C:2]1[CH:3]=[C:4]([CH:10]=[CH:11][CH:12]=1)[C:5]([O:7][CH2:8][CH3:9])=[O:6].[F:13][C:14]([F:25])([F:24])[C:15]1[CH:16]=[C:17](B(O)O)[CH:18]=[CH:19][CH:20]=1.N1C=CC=CC=1. (5) Given the product [OH:26][C@@H:25]([C:27]1[CH:32]=[CH:31][CH:30]=[CH:29][CH:28]=1)[C@@H:24]([NH:23][C:16](=[O:18])[C:15]1[CH:19]=[CH:20][CH:21]=[CH:22][C:14]=1[CH:11]1[CH2:10][CH2:9][NH:8][CH2:13][CH2:12]1)[CH2:33][OH:34], predict the reactants needed to synthesize it. The reactants are: C(OC([N:8]1[CH2:13][CH2:12][CH:11]([C:14]2[CH:22]=[CH:21][CH:20]=[CH:19][C:15]=2[C:16]([OH:18])=O)[CH2:10][CH2:9]1)=O)(C)(C)C.[NH2:23][C@@H:24]([CH2:33][OH:34])[C@H:25]([C:27]1[CH:32]=[CH:31][CH:30]=[CH:29][CH:28]=1)[OH:26].CN(C(ON1N=NC2C=CC=CC1=2)=[N+](C)C)C.F[P-](F)(F)(F)(F)F.CCN(C(C)C)C(C)C. (6) Given the product [Br:1][C:2]1[C:10]2[C:9]([O:11][C@H:12]([CH2:18][C:19]3[CH:24]=[CH:23][CH:22]=[CH:21][C:20]=3[O:25][CH2:26][CH2:27][N:28]3[CH2:33][CH2:32][N:31]([CH3:34])[CH2:30][CH2:29]3)[C:13]([O:15][CH2:16][CH3:17])=[O:14])=[N:8][CH:7]=[N:6][C:5]=2[S:4][C:3]=1[C:37]1[O:36][CH:40]=[CH:39][CH:38]=1, predict the reactants needed to synthesize it. The reactants are: [Br:1][C:2]1[C:10]2[C:9]([O:11][C@H:12]([CH2:18][C:19]3[CH:24]=[CH:23][CH:22]=[CH:21][C:20]=3[O:25][CH2:26][CH2:27][N:28]3[CH2:33][CH2:32][N:31]([CH3:34])[CH2:30][CH2:29]3)[C:13]([O:15][CH2:16][CH3:17])=[O:14])=[N:8][CH:7]=[N:6][C:5]=2[S:4][C:3]=1I.[O:36]1[CH:40]=[CH:39][CH:38]=[C:37]1B1OC(C)(C)C(C)(C)O1.C(=O)([O-])[O-].[Cs+].[Cs+].O1CCOCC1.